From a dataset of Full USPTO retrosynthesis dataset with 1.9M reactions from patents (1976-2016). Predict the reactants needed to synthesize the given product. (1) Given the product [F:17][C:14]([F:15])([F:16])[CH2:13][CH2:12][CH:11]([NH:18][C:19]1[CH:20]=[CH:21][C:22]([C:25]([O:27][CH3:28])=[O:26])=[CH:23][CH:24]=1)[C:10]1[CH:9]=[CH:8][C:4]([C:5](=[O:7])[NH:29][CH2:30][CH:31]([OH:36])[C:32]([CH3:35])([CH3:34])[CH3:33])=[CH:3][C:2]=1[CH3:1], predict the reactants needed to synthesize it. The reactants are: [CH3:1][C:2]1[CH:3]=[C:4]([CH:8]=[CH:9][C:10]=1[CH:11]([NH:18][C:19]1[CH:24]=[CH:23][C:22]([C:25]([O:27][CH3:28])=[O:26])=[CH:21][CH:20]=1)[CH2:12][CH2:13][C:14]([F:17])([F:16])[F:15])[C:5]([OH:7])=O.[NH2:29][CH2:30][CH:31]([OH:36])[C:32]([CH3:35])([CH3:34])[CH3:33].Cl.CN(C)CCCN=C=NCC.O.ON1C2C=CC=CC=2N=N1.C(N(CC)C(C)C)(C)C. (2) Given the product [F:21][C:2]([F:1])([F:20])[CH2:3][C:4]1[CH:9]=[CH:8][C:7]([CH:10]2[CH2:11][NH:12][CH2:13][CH:14]([C:15]([O:17][CH3:18])=[O:16])[CH2:19]2)=[CH:6][CH:5]=1, predict the reactants needed to synthesize it. The reactants are: [F:1][C:2]([F:21])([F:20])[CH2:3][C:4]1[CH:9]=[CH:8][C:7]([C:10]2[CH:11]=[N:12][CH:13]=[C:14]([CH:19]=2)[C:15]([O:17][CH3:18])=[O:16])=[CH:6][CH:5]=1. (3) The reactants are: [CH:1]1[C:10]2[C:5](=[CH:6][CH:7]=[CH:8][CH:9]=2)[CH:4]=[CH:3][N:2]=1.[CH2:11]([N:14]1[C:22]2[C:17](=[CH:18][CH:19]=[CH:20][CH:21]=2)[C:16](=[O:23])[C:15]1=[O:24])[CH:12]=[CH2:13].FC(F)(F)S(O[C:31]1[CH:36]=[CH:35][CH:34]=[CH:33][C:32]=1[Si](C)(C)C)(=O)=O.[F-].[K+].C1OCCOCCOCCOCCOCCOC1. Given the product [CH2:11]([N:14]1[C:22]2[C:17](=[CH:18][CH:19]=[CH:20][CH:21]=2)[C:16]2([O:23][CH:1]3[C:10]4[C:5]([CH:4]=[CH:3][N:2]3[C:32]3[CH:33]=[CH:34][CH:35]=[CH:36][C:31]2=3)=[CH:6][CH:7]=[CH:8][CH:9]=4)[C:15]1=[O:24])[CH:12]=[CH2:13], predict the reactants needed to synthesize it. (4) Given the product [Cl:12][C:13]1[CH:14]=[C:15]([C:1]2[O:2][C:3]3[CH:9]=[C:8]([OH:10])[CH:7]=[CH:6][C:4]=3[N:5]=2)[CH:19]=[CH:20][C:21]=1[OH:22], predict the reactants needed to synthesize it. The reactants are: [CH3:1][O:2][C:3]1[CH:9]=[C:8]([O:10]C)[CH:7]=[CH:6][C:4]=1[NH2:5].[Cl:12][C:13]1[CH:14]=[C:15]([CH:19]=[CH:20][C:21]=1[O:22]C)C(O)=O.